Task: Predict the reaction yield, written as a fraction of the theoretical maximum amount of product (1.0 means a 100% yield; for example, 0.34 means a 34% yield).. Dataset: Reaction yield outcomes from USPTO patents with 853,638 reactions (1) The reactants are Cl[CH2:2][C:3]1[N:12]([C:13]2[CH:18]=[CH:17][CH:16]=[CH:15][C:14]=2[Cl:19])[C:11](=[O:20])[C:10]2[C:5](=[CH:6][CH:7]=[CH:8][C:9]=2[F:21])[N:4]=1.O.[SH:23][C:24]1[N:32]=[CH:31][N:30]=[C:29]2[C:25]=1[NH:26][CH:27]=[N:28]2.C([O-])([O-])=O.[K+].[K+]. The catalyst is CN(C=O)C. The product is [Cl:19][C:14]1[CH:15]=[CH:16][CH:17]=[CH:18][C:13]=1[N:12]1[C:11](=[O:20])[C:10]2[C:5](=[CH:6][CH:7]=[CH:8][C:9]=2[F:21])[N:4]=[C:3]1[CH2:2][S:23][C:24]1[N:32]=[CH:31][N:30]=[C:29]2[C:25]=1[N:26]=[CH:27][NH:28]2. The yield is 0.560. (2) The reactants are [Cl:1][C:2]1[C:7]([C:8]2([C:11]#N)[CH2:10][CH2:9]2)=[CH:6][C:5]([F:13])=[CH:4][N:3]=1.C(OCC)(=[O:16])C.[OH2:20]. The catalyst is S(=O)(=O)(O)O. The product is [Cl:1][C:2]1[C:7]([C:8]2([C:11]([OH:16])=[O:20])[CH2:10][CH2:9]2)=[CH:6][C:5]([F:13])=[CH:4][N:3]=1. The yield is 0.920. (3) No catalyst specified. The product is [F:26][C:27]1[CH:32]=[CH:31][C:30]([CH2:33][C:34]([NH:1][C:2]2[CH:3]=[C:4]([C:8]3[C:16]4[C:11](=[CH:12][CH:13]=[C:14]([C:17]([NH2:19])=[O:18])[CH:15]=4)[NH:10][N:9]=3)[CH:5]=[CH:6][CH:7]=2)=[O:35])=[CH:29][CH:28]=1. The reactants are [NH2:1][C:2]1[CH:3]=[C:4]([C:8]2[C:16]3[C:11](=[CH:12][CH:13]=[C:14]([C:17]([NH2:19])=[O:18])[CH:15]=3)[N:10](C3CCCCO3)[N:9]=2)[CH:5]=[CH:6][CH:7]=1.[F:26][C:27]1[CH:32]=[CH:31][C:30]([CH2:33][C:34](O)=[O:35])=[CH:29][CH:28]=1.CCN=C=NCCCN(C)C. The yield is 0.230. (4) The catalyst is O1CCCC1. The reactants are C[O:2][C:3](=[O:23])[C@@H:4]([N:9]1[CH2:13][C:12]([O:14][C:15]2[CH:20]=[CH:19][CH:18]=[CH:17][C:16]=2[Br:21])=[CH:11][C:10]1=[O:22])[CH2:5][CH:6]([CH3:8])[CH3:7].O.[OH-].[Li+]. The product is [Br:21][C:16]1[CH:17]=[CH:18][CH:19]=[CH:20][C:15]=1[O:14][C:12]1[CH2:13][N:9]([C@@H:4]([CH2:5][CH:6]([CH3:8])[CH3:7])[C:3]([OH:23])=[O:2])[C:10](=[O:22])[CH:11]=1. The yield is 0.990. (5) The reactants are [Cl-].O[NH3+:3].[C:4](=[O:7])([O-])[OH:5].[Na+].CS(C)=O.[CH3:13][C:14]([CH3:51])([CH3:50])[CH2:15][O:16][C:17]1[CH:22]=[CH:21][C:20]([N:23]2[C:28](=[O:29])[C:27]([CH2:30][C:31]3[CH:36]=[CH:35][C:34]([C:37]4[C:38]([C:43]#[N:44])=[CH:39][CH:40]=[CH:41][CH:42]=4)=[CH:33][CH:32]=3)=[C:26]([CH2:45][CH2:46][CH3:47])[N:25]=[C:24]2[CH2:48][CH3:49])=[CH:19][CH:18]=1. The catalyst is O. The product is [CH3:51][C:14]([CH3:50])([CH3:13])[CH2:15][O:16][C:17]1[CH:18]=[CH:19][C:20]([N:23]2[C:28](=[O:29])[C:27]([CH2:30][C:31]3[CH:36]=[CH:35][C:34]([C:37]4[CH:42]=[CH:41][CH:40]=[CH:39][C:38]=4[C:43]4[NH:3][C:4](=[O:7])[O:5][N:44]=4)=[CH:33][CH:32]=3)=[C:26]([CH2:45][CH2:46][CH3:47])[N:25]=[C:24]2[CH2:48][CH3:49])=[CH:21][CH:22]=1. The yield is 0.730.